Dataset: CYP1A2 inhibition data for predicting drug metabolism from PubChem BioAssay. Task: Regression/Classification. Given a drug SMILES string, predict its absorption, distribution, metabolism, or excretion properties. Task type varies by dataset: regression for continuous measurements (e.g., permeability, clearance, half-life) or binary classification for categorical outcomes (e.g., BBB penetration, CYP inhibition). Dataset: cyp1a2_veith. (1) The molecule is COC(=O)[C@@H]1CC[C@H](C)[C@@H](c2ccc(C)cc2)N1C(=O)c1ccc(/C=N\OCC[C@@H]2C=C[C@H](OC(C)=O)[C@H](COC(C)=O)O2)cc1. The result is 0 (non-inhibitor). (2) The compound is CC(N)=O. The result is 0 (non-inhibitor). (3) The compound is Nc1ccc(S(=O)(=O)Nc2nccs2)cc1. The result is 0 (non-inhibitor). (4) The drug is c1csc(CNc2ncncc2-c2ccc3c(c2)OCO3)c1. The result is 1 (inhibitor).